Dataset: Full USPTO retrosynthesis dataset with 1.9M reactions from patents (1976-2016). Task: Predict the reactants needed to synthesize the given product. (1) Given the product [Cl:20][C:17]([F:19])([F:18])[O:16][C:13]1[CH:14]=[CH:15][C:10]([NH:9][C:7]([C:6]2[CH:21]=[C:2]([C:35]3[CH:36]=[N:37][CH:38]=[C:39]([C:40]#[N:41])[CH:42]=3)[C:3]([N:22]([CH2:24][CH2:25][OH:26])[CH3:23])=[N:4][CH:5]=2)=[O:8])=[CH:11][CH:12]=1, predict the reactants needed to synthesize it. The reactants are: Br[C:2]1[C:3]([N:22]([CH2:24][CH2:25][OH:26])[CH3:23])=[N:4][CH:5]=[C:6]([CH:21]=1)[C:7]([NH:9][C:10]1[CH:15]=[CH:14][C:13]([O:16][C:17]([Cl:20])([F:19])[F:18])=[CH:12][CH:11]=1)=[O:8].CC1(C)C(C)(C)OB([C:35]2[CH:36]=[N:37][CH:38]=[C:39]([CH:42]=2)[C:40]#[N:41])O1. (2) Given the product [CH2:44]([C:35]1([C:38]2[CH:43]=[CH:42][CH:41]=[CH:40][CH:39]=2)[C:36](=[O:37])[N:32]([CH2:31][C:30]2[CH:47]=[CH:48][C:27]([NH:26][C:7]([C:6]3[C:2]([CH3:1])=[N:3][O:4][C:5]=3[CH3:10])=[O:9])=[CH:28][CH:29]=2)[C:33](=[O:46])[NH:34]1)[CH3:45], predict the reactants needed to synthesize it. The reactants are: [CH3:1][C:2]1[C:6]([C:7]([OH:9])=O)=[C:5]([CH3:10])[O:4][N:3]=1.C1(N=C=NC2CCCCC2)CCCCC1.[NH2:26][C:27]1[CH:48]=[CH:47][C:30]([CH2:31][N:32]2[C:36](=[O:37])[C:35]([CH2:44][CH3:45])([C:38]3[CH:43]=[CH:42][CH:41]=[CH:40][CH:39]=3)[NH:34][C:33]2=[O:46])=[CH:29][CH:28]=1. (3) Given the product [N:2]1([C:25]([O:24][CH2:23][C:20]2[CH:21]=[CH:22][CH:17]=[CH:18][CH:19]=2)=[O:26])[CH2:6][CH2:5][CH2:4][C@H:3]1[C:7]([O:9][CH2:10][CH3:11])=[O:8], predict the reactants needed to synthesize it. The reactants are: Cl.[NH:2]1[CH2:6][CH2:5][CH2:4][CH:3]1[C:7]([O:9][CH2:10][CH3:11])=[O:8].C([O-])(O)=O.[Na+].[CH:17]1[CH:22]=[CH:21][C:20]([CH2:23][O:24][C:25](Cl)=[O:26])=[CH:19][CH:18]=1. (4) Given the product [CH3:19][C:18]1[O:17][N:16]=[C:15]([C:20]2[CH:21]=[CH:22][CH:23]=[CH:24][CH:25]=2)[C:14]=1[CH2:13][O:12][C:9]1[CH:10]=[CH:11][C:6]([C:4]([OH:5])=[O:3])=[N:7][CH:8]=1, predict the reactants needed to synthesize it. The reactants are: C([O:3][C:4]([C:6]1[CH:11]=[CH:10][C:9]([O:12][CH2:13][C:14]2[C:15]([C:20]3[CH:25]=[CH:24][CH:23]=[CH:22][CH:21]=3)=[N:16][O:17][C:18]=2[CH3:19])=[CH:8][N:7]=1)=[O:5])C.O.[OH-].[Li+]. (5) Given the product [CH:11]1[C:3]([CH2:2][Cl:1])=[CH:4][CH:5]=[C:6](/[C:7](/[Cl:12])=[N:8]\[OH:9])[CH:10]=1, predict the reactants needed to synthesize it. The reactants are: [Cl:1][CH2:2][C:3]1[CH:11]=[CH:10][C:6]([CH:7]=[N:8][OH:9])=[CH:5][CH:4]=1.[Cl:12]N1C(=O)CCC1=O.Cl.O. (6) Given the product [CH3:1][O:2][C:3](=[O:12])[C:4]1[CH:9]=[C:8]([Cl:10])[CH:7]=[CH:6][C:5]=1[NH:11][CH:15]([CH3:17])[CH3:16], predict the reactants needed to synthesize it. The reactants are: [CH3:1][O:2][C:3](=[O:12])[C:4]1[CH:9]=[C:8]([Cl:10])[CH:7]=[CH:6][C:5]=1[NH2:11].CO[C:15]([CH3:17])=[CH2:16].C(O)(=O)C.C(O[BH-](OC(=O)C)OC(=O)C)(=O)C.[Na+].[OH-].[Na+]. (7) The reactants are: Br[C:2]1[CH:13]=[CH:12][C:5]([C:6]([NH:8][CH:9]2[CH2:11][CH2:10]2)=[O:7])=[C:4]([CH3:14])[CH:3]=1.[B:15]1([B:15]2[O:19][C:18]([CH3:21])([CH3:20])[C:17]([CH3:23])([CH3:22])[O:16]2)[O:19][C:18]([CH3:21])([CH3:20])[C:17]([CH3:23])([CH3:22])[O:16]1.CC([O-])=O.[K+]. Given the product [CH:9]1([NH:8][C:6](=[O:7])[C:5]2[CH:12]=[CH:13][C:2]([B:15]3[O:19][C:18]([CH3:21])([CH3:20])[C:17]([CH3:23])([CH3:22])[O:16]3)=[CH:3][C:4]=2[CH3:14])[CH2:11][CH2:10]1, predict the reactants needed to synthesize it. (8) The reactants are: C[O:2][C:3]1[CH:12]=[C:11]([NH:13][C:14]2[CH:19]=[CH:18][C:17]([C:20]([F:23])([F:22])[F:21])=[CH:16][N:15]=2)[C:10]2[C:5](=[CH:6][C:7]([C:24]3[C:29]([C:30]([F:33])([F:32])[F:31])=[CH:28][CH:27]=[CH:26][N:25]=3)=[CH:8][N:9]=2)[N:4]=1. Given the product [F:33][C:30]([F:31])([F:32])[C:29]1[C:24]([C:7]2[CH:6]=[C:5]3[C:10]([C:11]([NH:13][C:14]4[CH:19]=[CH:18][C:17]([C:20]([F:21])([F:22])[F:23])=[CH:16][N:15]=4)=[CH:12][C:3]([OH:2])=[N:4]3)=[N:9][CH:8]=2)=[N:25][CH:26]=[CH:27][CH:28]=1, predict the reactants needed to synthesize it. (9) Given the product [Br:46][C:47]1[CH:48]=[C:49]2[C:54](=[CH:55][C:56]=1[O:32][CH:33]1[CH2:34][CH2:35][N:36]([C:39]([O:41][C:42]([CH3:45])([CH3:44])[CH3:43])=[O:40])[CH2:37][CH2:38]1)[N:53]=[C:52]([NH:58][C:59]1[CH:64]=[CH:63][CH:62]=[C:61]([F:65])[CH:60]=1)[N:51]=[CH:50]2, predict the reactants needed to synthesize it. The reactants are: CCOC(/N=N/C(OCC)=O)=O.C1(P(C2C=CC=CC=2)C2C=CC=CC=2)C=CC=CC=1.[OH:32][CH:33]1[CH2:38][CH2:37][N:36]([C:39]([O:41][C:42]([CH3:45])([CH3:44])[CH3:43])=[O:40])[CH2:35][CH2:34]1.[Br:46][C:47]1[CH:48]=[C:49]2[C:54](=[CH:55][C:56]=1O)[N:53]=[C:52]([NH:58][C:59]1[CH:64]=[CH:63][CH:62]=[C:61]([F:65])[CH:60]=1)[N:51]=[CH:50]2. (10) Given the product [F:1][C:2]1[CH:11]=[C:10]2[C:5]([CH:6]=[CH:7][C:8](=[O:15])[N:9]2[CH2:12][CH2:13][N:20]2[CH2:21][CH2:22][C:17]([CH3:16])([NH:23][CH2:24][C:25]3[CH:26]=[N:27][C:28]([C:31]([F:33])([F:32])[F:34])=[CH:29][CH:30]=3)[CH2:18][CH2:19]2)=[N:4][CH:3]=1, predict the reactants needed to synthesize it. The reactants are: [F:1][C:2]1[CH:11]=[C:10]2[C:5]([CH:6]=[CH:7][C:8](=[O:15])[N:9]2[CH2:12][CH:13]=O)=[N:4][CH:3]=1.[CH3:16][C:17]1([NH:23][CH2:24][C:25]2[CH:26]=[N:27][C:28]([C:31]([F:34])([F:33])[F:32])=[CH:29][CH:30]=2)[CH2:22][CH2:21][NH:20][CH2:19][CH2:18]1.[BH-](OC(C)=O)(OC(C)=O)OC(C)=O.[Na+].